Dataset: Forward reaction prediction with 1.9M reactions from USPTO patents (1976-2016). Task: Predict the product of the given reaction. (1) Given the reactants [NH2:1][C:2]1[C:3]2[N:14]([CH2:15][O:16][CH2:17][C:18]3[CH:23]=[CH:22][CH:21]=[CH:20][CH:19]=3)[CH:13]=[C:12]([C:24]#CCCCCO)[C:4]=2[N:5]=[C:6]([CH2:8][CH2:9][CH2:10][CH3:11])[N:7]=1.[CH2:31]([O:38]CN1C2C(N)=NC(CCCC)=NC=2C(I)=C1)[C:32]1C=CC=[CH:34][CH:33]=1.C(O)CCC#C, predict the reaction product. The product is: [NH2:1][C:2]1[C:3]2[N:14]([CH2:15][O:16][CH2:17][C:18]3[CH:23]=[CH:22][CH:21]=[CH:20][CH:19]=3)[CH:13]=[C:12]([C:24]#[C:34][CH2:33][CH2:32][CH2:31][OH:38])[C:4]=2[N:5]=[C:6]([CH2:8][CH2:9][CH2:10][CH3:11])[N:7]=1. (2) Given the reactants [CH2:1]([O:3][C:4](=[O:24])[CH2:5][C:6]1[C:14]2[C:9](=[CH:10][CH:11]=[C:12]([CH2:15]Br)[CH:13]=2)[N:8](C(=O)C)[C:7]=1[C:20]([F:23])([F:22])[F:21])[CH3:2].[CH3:25][NH:26][CH3:27], predict the reaction product. The product is: [CH2:1]([O:3][C:4](=[O:24])[CH2:5][C:6]1[C:14]2[C:9](=[CH:10][CH:11]=[C:12]([CH2:15][N:26]([CH3:27])[CH3:25])[CH:13]=2)[NH:8][C:7]=1[C:20]([F:23])([F:22])[F:21])[CH3:2]. (3) Given the reactants [Cl:1][C:2]1[CH:7]=[CH:6][C:5]([C:8]2[N:9]=[C:10]3[CH:15]=[CH:14][CH:13]=[CH:12][N:11]3[C:16]=2[CH2:17][N:18]2[CH:23]=[CH:22][C:21]([NH:24][CH2:25]C)=[N:20][C:19]2=[O:27])=[CH:4][CH:3]=1.ClC1C=CN(CC2N3C=CC=CC3=NC=2C2C=CC(Cl)=CC=2)C(=O)N=1.CN, predict the reaction product. The product is: [Cl:1][C:2]1[CH:3]=[CH:4][C:5]([C:8]2[N:9]=[C:10]3[CH:15]=[CH:14][CH:13]=[CH:12][N:11]3[C:16]=2[CH2:17][N:18]2[CH:23]=[CH:22][C:21]([NH:24][CH3:25])=[N:20][C:19]2=[O:27])=[CH:6][CH:7]=1. (4) Given the reactants [Cl:1][C:2]1[CH:3]=[CH:4][C:5]([C:8](Cl)=[O:9])=[N:6][CH:7]=1.[NH2:11][C:12]1[CH:13]=[CH:14][C:15]([F:21])=[C:16]([C:18](=[O:20])[CH3:19])[CH:17]=1.CCN(CC)CC, predict the reaction product. The product is: [C:18]([C:16]1[CH:17]=[C:12]([NH:11][C:8]([C:5]2[CH:4]=[CH:3][C:2]([Cl:1])=[CH:7][N:6]=2)=[O:9])[CH:13]=[CH:14][C:15]=1[F:21])(=[O:20])[CH3:19].